The task is: Predict the reaction yield, written as a fraction of the theoretical maximum amount of product (1.0 means a 100% yield; for example, 0.34 means a 34% yield).. This data is from Reaction yield outcomes from USPTO patents with 853,638 reactions. (1) The reactants are [CH2:1]([O:3][C:4]([C:6]1[CH:7](Br)[C:8]2[C:13]([C:14]=1[C:15]1[CH:20]=[CH:19][CH:18]=[CH:17][CH:16]=1)=[CH:12][CH:11]=[C:10]([O:21][CH3:22])[CH:9]=2)=[O:5])[CH3:2].[CH2:24]([NH2:31])[C:25]1[CH:30]=[CH:29][CH:28]=[CH:27][CH:26]=1.[I-].[Na+]. The catalyst is C1COCC1. The product is [CH2:1]([O:3][C:4]([C:6]1[CH:7]([NH:31][CH2:24][C:25]2[CH:30]=[CH:29][CH:28]=[CH:27][CH:26]=2)[C:8]2[C:13]([C:14]=1[C:15]1[CH:20]=[CH:19][CH:18]=[CH:17][CH:16]=1)=[CH:12][CH:11]=[C:10]([O:21][CH3:22])[CH:9]=2)=[O:5])[CH3:2]. The yield is 0.440. (2) The reactants are [NH2:1][CH2:2][C@@H:3]1[CH2:7][CH2:6][N:5]([C:8]2[C:17]3[C:12](=[CH:13][C:14]([CH3:18])=[CH:15][CH:16]=3)[N:11]=[C:10]([C:19]3[CH:24]=[CH:23][CH:22]=[CH:21][C:20]=3[OH:25])[N:9]=2)[CH2:4]1.C(N(CC)CC)C.Cl[C:34]([O:36][CH2:37][CH2:38][O:39][CH3:40])=[O:35]. The catalyst is CN(C=O)C. The product is [CH3:40][O:39][CH2:38][CH2:37][O:36][C:34](=[O:35])[NH:1][CH2:2][C@@H:3]1[CH2:7][CH2:6][N:5]([C:8]2[C:17]3[C:12](=[CH:13][C:14]([CH3:18])=[CH:15][CH:16]=3)[N:11]=[C:10]([C:19]3[CH:24]=[CH:23][CH:22]=[CH:21][C:20]=3[OH:25])[N:9]=2)[CH2:4]1. The yield is 0.800. (3) The reactants are [C:1]([O:5][C:6](=[O:30])[C:7]1[CH:12]=[CH:11][C:10]([C:13](=[O:28])/[CH:14]=[C:15](\[C:20]2[CH:25]=[C:24]([Cl:26])[CH:23]=[C:22]([Cl:27])[CH:21]=2)/[C:16]([F:19])([F:18])[F:17])=[CH:9][C:8]=1[CH3:29])([CH3:4])([CH3:3])[CH3:2].FC(F)(F)C1C=C(NC(N[C@H]([C@@H]2C[C@@H]3CCN2C[C@@H]3CC)C2C3C(=CC=C(OC)C=3)N=CC=2)=S)C=C(C(F)(F)F)C=1.[Cl-].[NH4+].[N+:74]([CH3:77])([O-:76])=[O:75]. No catalyst specified. The product is [C:1]([O:5][C:6](=[O:30])[C:7]1[CH:12]=[CH:11][C:10]([C:13](=[O:28])[CH2:14][C@@:15]([C:20]2[CH:25]=[C:24]([Cl:26])[CH:23]=[C:22]([Cl:27])[CH:21]=2)([CH2:77][N+:74]([O-:76])=[O:75])[C:16]([F:17])([F:19])[F:18])=[CH:9][C:8]=1[CH3:29])([CH3:4])([CH3:3])[CH3:2]. The yield is 0.770. (4) The reactants are [CH3:1][C:2]([C:6]1[CH:7]=[C:8]([CH:13]=[CH:14][CH:15]=1)[C:9]([O:11]C)=[O:10])([CH3:5])[C:3]#[CH:4].O1CCCC1.[OH-].[Na+].Cl. The catalyst is CO. The product is [CH3:5][C:2]([C:6]1[CH:7]=[C:8]([CH:13]=[CH:14][CH:15]=1)[C:9]([OH:11])=[O:10])([CH3:1])[C:3]#[CH:4]. The yield is 0.920. (5) The reactants are [Br:1]Br.[NH2:3][C:4]1[N:9]=[C:8]([Cl:10])[CH:7]=[C:6]([Cl:11])[N:5]=1.C(=O)([O-])[O-].[Na+].[Na+].CO.O. The catalyst is C(=O)(O)[O-].[Na+]. The product is [Br:1][C:7]1[C:6]([Cl:11])=[N:5][C:4]([NH2:3])=[N:9][C:8]=1[Cl:10]. The yield is 0.837. (6) The reactants are [N+:1]([C:4]1[CH:10]=[CH:9][C:7]([NH2:8])=[CH:6][C:5]=1[C:11]([F:14])([F:13])[F:12])([O-:3])=[O:2].[O:15]1[C:19](=[O:20])[CH2:18][CH2:17][C:16]1=[O:21]. The catalyst is C1(C)C=CC=CC=1. The product is [N+:1]([C:4]1[CH:10]=[CH:9][C:7]([NH:8][C:19](=[O:20])[CH2:18][CH2:17][C:16]([OH:21])=[O:15])=[CH:6][C:5]=1[C:11]([F:12])([F:13])[F:14])([O-:3])=[O:2]. The yield is 0.390.